The task is: Predict the product of the given reaction.. This data is from Forward reaction prediction with 1.9M reactions from USPTO patents (1976-2016). Given the reactants [F:1][C:2]([F:16])([F:15])[C:3]1[N:7]2[CH2:8][CH2:9][NH:10][CH2:11][C:6]2=[C:5]([C:12]([O-:14])=O)[N:4]=1.[CH2:17]([NH2:19])[CH3:18], predict the reaction product. The product is: [CH2:17]([NH:19][C:12]([C:5]1[N:4]=[C:3]([C:2]([F:1])([F:16])[F:15])[N:7]2[CH2:8][CH2:9][NH:10][CH2:11][C:6]=12)=[O:14])[CH3:18].